Predict the reaction yield, written as a fraction of the theoretical maximum amount of product (1.0 means a 100% yield; for example, 0.34 means a 34% yield). From a dataset of Reaction yield outcomes from USPTO patents with 853,638 reactions. The reactants are N1[C:9]2[C:4](=[CH:5][C:6]([NH:10][N:11]=[C:12]([C:15]#[N:16])[C:13]#[N:14])=[CH:7][CH:8]=2)[CH:3]=N1.NC1C=C2C(=CC=1)[NH:23][N:22]=C2.C(#N)CC#N.O.[NH2:33][NH2:34]. No catalyst specified. The product is [NH:33]1[C:9]2[C:4](=[CH:5][C:6]([NH:10][N:11]=[C:12]3[C:13]([NH2:14])=[N:23][N:22]=[C:15]3[NH2:16])=[CH:7][CH:8]=2)[CH:3]=[N:34]1. The yield is 0.630.